From a dataset of Forward reaction prediction with 1.9M reactions from USPTO patents (1976-2016). Predict the product of the given reaction. Given the reactants C([O:3][C:4](=[O:20])[C@@H:5]([O:18][CH3:19])[CH2:6][C:7]1[CH:12]=[CH:11][C:10]([O:13][CH2:14][CH2:15][CH2:16]Br)=[CH:9][CH:8]=1)C.[N:21]1([C:27]2[CH:28]=[C:29]([OH:33])[CH:30]=[CH:31][CH:32]=2)[CH2:26][CH2:25][O:24][CH2:23][CH2:22]1.CO[C@@H](CC1C=CC(OCCCOC2C=CC=CC=2)=CC=1)C(O)=O, predict the reaction product. The product is: [CH3:19][O:18][C@@H:5]([CH2:6][C:7]1[CH:8]=[CH:9][C:10]([O:13][CH2:14][CH2:15][CH2:16][O:33][C:29]2[CH:30]=[CH:31][CH:32]=[C:27]([N:21]3[CH2:26][CH2:25][O:24][CH2:23][CH2:22]3)[CH:28]=2)=[CH:11][CH:12]=1)[C:4]([OH:3])=[O:20].